Dataset: Reaction yield outcomes from USPTO patents with 853,638 reactions. Task: Predict the reaction yield, written as a fraction of the theoretical maximum amount of product (1.0 means a 100% yield; for example, 0.34 means a 34% yield). (1) The reactants are [Cl:1][C:2]1[CH:15]=[CH:14][C:13]([C:16]#[C:17][C:18]2[C:23]([F:24])=[CH:22][C:21]([F:25])=[CH:20][C:19]=2[F:26])=[CH:12][C:3]=1[NH:4][N:5]1[CH2:10][CH2:9][CH2:8][O:7][C:6]1=[O:11]. The catalyst is C1COCC1.O=[Pt]=O. The product is [Cl:1][C:2]1[CH:15]=[CH:14][C:13]([CH2:16][CH2:17][C:18]2[C:19]([F:26])=[CH:20][C:21]([F:25])=[CH:22][C:23]=2[F:24])=[CH:12][C:3]=1[NH:4][N:5]1[CH2:10][CH2:9][CH2:8][O:7][C:6]1=[O:11]. The yield is 0.450. (2) The reactants are [C:1]([NH:4][C:5]([CH:26]1[CH2:31][CH2:30][N:29](C(OCC2C=CC=CC=2)=O)[CH2:28][CH2:27]1)([CH2:13][CH2:14][CH2:15][CH2:16][B:17]1[O:21][C:20]([CH3:23])([CH3:22])[C:19]([CH3:25])([CH3:24])[O:18]1)[C:6]([NH:8][C:9]([CH3:12])([CH3:11])[CH3:10])=[O:7])(=[O:3])[CH3:2].C(OCC)(=O)C. The catalyst is CO.CCCCCCC.[Pd]. The product is [C:1]([NH:4][C:5]([CH:26]1[CH2:31][CH2:30][NH:29][CH2:28][CH2:27]1)([CH2:13][CH2:14][CH2:15][CH2:16][B:17]1[O:18][C:19]([CH3:24])([CH3:25])[C:20]([CH3:23])([CH3:22])[O:21]1)[C:6]([NH:8][C:9]([CH3:12])([CH3:10])[CH3:11])=[O:7])(=[O:3])[CH3:2]. The yield is 0.960.